From a dataset of Reaction yield outcomes from USPTO patents with 853,638 reactions. Predict the reaction yield, written as a fraction of the theoretical maximum amount of product (1.0 means a 100% yield; for example, 0.34 means a 34% yield). (1) The reactants are Cl[C:2]1[N:7]=[C:6]([N:8]([CH3:10])[CH3:9])[CH:5]=[CH:4][N:3]=1.[C:11]([O:15][C:16](=[O:25])[NH:17][C@H:18]1[CH2:23][CH2:22][C@@H:21]([NH2:24])[CH2:20][CH2:19]1)([CH3:14])([CH3:13])[CH3:12].C([O-])(O)=O.[Na+]. The catalyst is CC(O)C. The product is [C:11]([O:15][C:16](=[O:25])[NH:17][C@H:18]1[CH2:19][CH2:20][C@@H:21]([NH:24][C:2]2[N:7]=[C:6]([N:8]([CH3:10])[CH3:9])[CH:5]=[CH:4][N:3]=2)[CH2:22][CH2:23]1)([CH3:14])([CH3:12])[CH3:13]. The yield is 0.420. (2) The reactants are [Si]([O:8][C@@H:9]1[C:17]2[C:12](=[C:13]([C:18]3[S:22][C:21]([C:23]4[CH:24]=[CH:25][C:26]([O:31][CH:32]([CH3:34])[CH3:33])=[C:27]([CH:30]=4)[C:28]#[N:29])=[N:20][N:19]=3)[CH:14]=[CH:15][CH:16]=2)[CH2:11][CH2:10]1)(C(C)(C)C)(C)C.[F-].C([N+](CCCC)(CCCC)CCCC)CCC. The catalyst is C1COCC1.CC(=O)OCC. The product is [OH:8][C@@H:9]1[C:17]2[C:12](=[C:13]([C:18]3[S:22][C:21]([C:23]4[CH:24]=[CH:25][C:26]([O:31][CH:32]([CH3:34])[CH3:33])=[C:27]([CH:30]=4)[C:28]#[N:29])=[N:20][N:19]=3)[CH:14]=[CH:15][CH:16]=2)[CH2:11][CH2:10]1. The yield is 0.810.